Dataset: NCI-60 drug combinations with 297,098 pairs across 59 cell lines. Task: Regression. Given two drug SMILES strings and cell line genomic features, predict the synergy score measuring deviation from expected non-interaction effect. Drug 1: CCCS(=O)(=O)NC1=C(C(=C(C=C1)F)C(=O)C2=CNC3=C2C=C(C=N3)C4=CC=C(C=C4)Cl)F. Drug 2: C1CN1P(=S)(N2CC2)N3CC3. Cell line: K-562. Synergy scores: CSS=11.6, Synergy_ZIP=-3.61, Synergy_Bliss=-2.87, Synergy_Loewe=-39.6, Synergy_HSA=-4.89.